This data is from Reaction yield outcomes from USPTO patents with 853,638 reactions. The task is: Predict the reaction yield, written as a fraction of the theoretical maximum amount of product (1.0 means a 100% yield; for example, 0.34 means a 34% yield). (1) The reactants are [C:1]([OH:4])(=[O:3])[CH3:2].C(N(CC)CC)C.Cl[C:13]1[CH:14]=[C:15]([CH2:20][C:21](=[O:23])[CH3:22])[CH:16]=[CH:17][C:18]=1Cl. No catalyst specified. The product is [O:23]=[C:21]([CH2:20][C:15]1[CH:16]=[CH:17][CH:18]=[CH:13][CH:14]=1)[CH2:22][O:3][C:1](=[O:4])[CH3:2]. The yield is 0.330. (2) The reactants are C([O:3][C:4]([C:6]1[NH:7][C:8]([CH:18]=[C:19]2[C:27]3[C:22](=[CH:23][CH:24]=[CH:25][CH:26]=3)[NH:21][C:20]2=[O:28])=[C:9]([CH2:12][CH2:13][C:14]([O:16]C)=[O:15])[C:10]=1[CH3:11])=[O:5])C.[OH-].[K+].C(O)C. The catalyst is O. The product is [C:14]([CH2:13][CH2:12][C:9]1[C:10]([CH3:11])=[C:6]([C:4]([OH:5])=[O:3])[NH:7][C:8]=1[CH:18]=[C:19]1[C:27]2[C:22](=[CH:23][CH:24]=[CH:25][CH:26]=2)[NH:21][C:20]1=[O:28])([OH:16])=[O:15]. The yield is 0.850. (3) The reactants are [N:1]([O-])=O.[Na+].[NH2:5][C:6]1[CH:7]=[CH:8][C:9]([O:12][CH3:13])=[N:10][CH:11]=1.O.O.[Sn](Cl)[Cl:17].[OH-].[Na+]. The catalyst is O.Cl.C(OCC)C. The product is [ClH:17].[NH:5]([C:6]1[CH:7]=[CH:8][C:9]([O:12][CH3:13])=[N:10][CH:11]=1)[NH2:1]. The yield is 0.570. (4) The reactants are N(C(N1CCCCC1)=O)=NC(N1CCCCC1)=O.C(P(CCCC)CCCC)CCC.[CH2:32]([O:39][C:40]1[CH:41]=[C:42]([CH:46]([CH:48]2[CH2:50][CH2:49]2)O)[CH:43]=[N:44][CH:45]=1)[C:33]1[CH:38]=[CH:37][CH:36]=[CH:35][CH:34]=1.[OH:51][C:52]1[CH:53]=[N:54][CH:55]=[CH:56][CH:57]=1.N1(C2OC(N3CCCCC3)=NN=2)CCCCC1. The catalyst is C1(C)C=CC=CC=1. The product is [CH2:32]([O:39][C:40]1[CH:45]=[N:44][CH:43]=[C:42]([C@H:46]2[CH2:48][C@@H:50]2[CH2:49][O:51][C:52]2[CH:53]=[N:54][CH:55]=[CH:56][CH:57]=2)[CH:41]=1)[C:33]1[CH:34]=[CH:35][CH:36]=[CH:37][CH:38]=1. The yield is 0.640.